Dataset: Full USPTO retrosynthesis dataset with 1.9M reactions from patents (1976-2016). Task: Predict the reactants needed to synthesize the given product. (1) Given the product [Br:1][C:2]1[CH:3]=[CH:4][C:5]2[O:10][CH2:9][C:8](=[O:11])[N:7]([CH2:13][C:14]3[CH:19]=[CH:18][CH:17]=[CH:16][CH:15]=3)[C:6]=2[CH:12]=1, predict the reactants needed to synthesize it. The reactants are: [Br:1][C:2]1[CH:3]=[CH:4][C:5]2[O:10][CH2:9][C:8](=[O:11])[NH:7][C:6]=2[CH:12]=1.[CH2:13](Br)[C:14]1[CH:19]=[CH:18][CH:17]=[CH:16][CH:15]=1.C(=O)([O-])[O-].[K+].[K+]. (2) Given the product [Cl:1][C:2]1[CH:7]=[CH:6][C:5]([C:8]([CH3:12])([CH3:11])[CH:9]=[O:28])=[C:4]([O:13][CH3:14])[CH:3]=1, predict the reactants needed to synthesize it. The reactants are: [Cl:1][C:2]1[CH:7]=[CH:6][C:5]([C:8]([CH3:12])([CH3:11])[C:9]#N)=[C:4]([O:13][CH3:14])[CH:3]=1.[H-].C([Al+]CC(C)C)C(C)C.C([OH:28])(C)C.C(O)(=O)C(C(C(O)=O)O)O. (3) Given the product [CH2:23]([CH:14]([CH2:15][CH2:16][CH2:17][CH2:18][CH2:19][CH2:20][CH2:21][CH3:22])[CH2:13][C:12]1[CH:11]=[CH:10][S:9][C:8]=1[CH:4]=[O:5])[CH2:24][CH2:25][CH2:26][CH2:27][CH3:28], predict the reactants needed to synthesize it. The reactants are: [Mg].C1C[O:5][CH2:4]C1.Br[C:8]1[S:9][CH:10]=[CH:11][C:12]=1[CH2:13][CH:14]([CH2:23][CH2:24][CH2:25][CH2:26][CH2:27][CH3:28])[CH2:15][CH2:16][CH2:17][CH2:18][CH2:19][CH2:20][CH2:21][CH3:22].Cl. (4) Given the product [OH:33][C:27]1([C:23]2[CH:24]=[CH:25][CH:26]=[C:21]([C:20]([F:35])([F:19])[F:34])[CH:22]=2)[CH2:32][CH2:31][N:30]([C:7]([Cl:10])=[O:6])[CH2:29][CH2:28]1, predict the reactants needed to synthesize it. The reactants are: ClC(Cl)(OC(=O)[O:6][C:7]([Cl:10])(Cl)Cl)Cl.N1C=CC=CC=1.[F:19][C:20]([F:35])([F:34])[C:21]1[CH:22]=[C:23]([C:27]2([OH:33])[CH2:32][CH2:31][NH:30][CH2:29][CH2:28]2)[CH:24]=[CH:25][CH:26]=1. (5) The reactants are: [CH2:1]1[C@@H:9]([O:10][C:11]([C:13]2[CH:18]=[CH:17][C:16]([C:19]3[CH:24]=[CH:23][CH:22]=[CH:21][CH:20]=3)=[CH:15][CH:14]=2)=[O:12])[C@H:8]([CH2:25]O)[C@H:3]2[CH2:4][C:5]([O:7][C@@H:2]12)=[O:6].[Na+].[Br-].C([O-])(O)=O.[Na+].CC(O)C.[O-]Cl.[Na+].[C:41]([C:45]1[CH:46]=[C:47]([O:51][CH2:52][C:53]([CH2:55]P(OC)(OC)=O)=[O:54])[CH:48]=[CH:49][CH:50]=1)([F:44])([F:43])[F:42].[OH-].[Na+].C(O)(=O)CC(CC(O)=O)(C(O)=O)O. Given the product [O:54]=[C:53]([CH2:52][O:51][C:47]1[CH:48]=[CH:49][CH:50]=[C:45]([C:41]([F:42])([F:43])[F:44])[CH:46]=1)/[CH:55]=[CH:25]/[C@@H:8]1[C@@H:3]2[C@@H:2]([O:7][C:5](=[O:6])[CH2:4]2)[CH2:1][C@H:9]1[O:10][C:11](=[O:12])[C:13]1[CH:18]=[CH:17][C:16]([C:19]2[CH:24]=[CH:23][CH:22]=[CH:21][CH:20]=2)=[CH:15][CH:14]=1, predict the reactants needed to synthesize it. (6) The reactants are: Br[CH2:2][CH:3](Br)[C:4](=O)[CH2:5][CH2:6][CH2:7][Cl:8].O.[NH2:12][NH2:13]. Given the product [Cl:8][CH2:7][CH2:6][CH2:5][C:4]1[CH:3]=[CH:2][NH:13][N:12]=1, predict the reactants needed to synthesize it. (7) Given the product [ClH:12].[NH:7]=[C:6]([N:19]1[CH2:23][CH2:22][CH2:21][CH2:20]1)[C:5]1[CH:8]=[CH:9][C:2]([OH:1])=[C:3]([O:10][CH3:11])[CH:4]=1, predict the reactants needed to synthesize it. The reactants are: [OH:1][C:2]1[CH:9]=[CH:8][C:5]([C:6]#[N:7])=[CH:4][C:3]=1[O:10][CH3:11].[ClH:12].O1CCOCC1.[NH:19]1[CH2:23][CH2:22][CH2:21][CH2:20]1.